This data is from Reaction yield outcomes from USPTO patents with 853,638 reactions. The task is: Predict the reaction yield, written as a fraction of the theoretical maximum amount of product (1.0 means a 100% yield; for example, 0.34 means a 34% yield). The reactants are [N+:1]([C:4]1[CH:5]=[C:6]([CH:9]=[CH:10][CH:11]=1)[CH:7]=O)([O-:3])=[O:2].[CH3:12][C:13]1[CH:18]=[C:17]([CH3:19])[CH:16]=[C:15]([CH3:20])[C:14]=1[CH:21]1[CH2:26][C:25](=O)[CH2:24][C:23](=[O:28])[CH2:22]1.C([O-])(=O)C.[NH4+].[CH2:34]([O:36][C:37](=[O:42])[CH2:38][C:39](=O)[CH3:40])[CH3:35].F[B-](F)(F)F.C([N+:52]1C=CN(C)C=1)CCC. No catalyst specified. The product is [CH2:34]([O:36][C:37]([C:38]1[CH:7]([C:6]2[CH:9]=[CH:10][CH:11]=[C:4]([N+:1]([O-:3])=[O:2])[CH:5]=2)[C:24]2[C:23](=[O:28])[CH2:22][CH:21]([C:14]3[C:15]([CH3:20])=[CH:16][C:17]([CH3:19])=[CH:18][C:13]=3[CH3:12])[CH2:26][C:25]=2[NH:52][C:39]=1[CH3:40])=[O:42])[CH3:35]. The yield is 0.600.